Predict the reaction yield, written as a fraction of the theoretical maximum amount of product (1.0 means a 100% yield; for example, 0.34 means a 34% yield). From a dataset of Reaction yield outcomes from USPTO patents with 853,638 reactions. (1) The reactants are CC1(C)C(C)(C)OB([C:9]2[CH:10]=[CH:11][C:12]3[O:16][N:15]=[C:14]([N:17]([C:25]([O:27][C:28]([CH3:31])([CH3:30])[CH3:29])=[O:26])[C:18]([O:20][C:21]([CH3:24])([CH3:23])[CH3:22])=[O:19])[C:13]=3[CH:32]=2)O1.[OH:34]O. The catalyst is O1CCCC1. The product is [OH:34][C:9]1[CH:10]=[CH:11][C:12]2[O:16][N:15]=[C:14]([N:17]([C:25]([O:27][C:28]([CH3:29])([CH3:31])[CH3:30])=[O:26])[C:18]([O:20][C:21]([CH3:22])([CH3:23])[CH3:24])=[O:19])[C:13]=2[CH:32]=1. The yield is 1.00. (2) The reactants are [F:1][C:2]1[C:11]2[C:6](=[CH:7][CH:8]=[CH:9][CH:10]=2)[C:5]([C:12]([OH:14])=O)=[CH:4][CH:3]=1.[CH2:15]([O:17][C:18]([C:20]1([NH2:29])[CH2:28][C:27]2[C:22](=[CH:23][CH:24]=[CH:25][CH:26]=2)[CH2:21]1)=[O:19])[CH3:16].CN(C(ON1N=NC2C=CC=NC1=2)=[N+](C)C)C.F[P-](F)(F)(F)(F)F.CCN(C(C)C)C(C)C. The catalyst is CN(C=O)C. The product is [CH2:15]([O:17][C:18]([C:20]1([NH:29][C:12]([C:5]2[C:6]3[C:11](=[CH:10][CH:9]=[CH:8][CH:7]=3)[C:2]([F:1])=[CH:3][CH:4]=2)=[O:14])[CH2:28][C:27]2[C:22](=[CH:23][CH:24]=[CH:25][CH:26]=2)[CH2:21]1)=[O:19])[CH3:16]. The yield is 0.740. (3) The reactants are [Br:1][C:2]1[CH:7]=[C:6]([N+:8]([O-:10])=[O:9])[CH:5]=[CH:4][C:3]=1[OH:11].C1(P(C2C=CC=CC=2)C2C=CC=CC=2)C=CC=CC=1.[F:31][C:32]1[CH:33]=[C:34]([CH:37]=[CH:38][CH:39]=1)[CH2:35]O.CC(OC(/N=N/C(OC(C)C)=O)=O)C. The catalyst is C1COCC1.O.CCOC(C)=O. The product is [Br:1][C:2]1[CH:7]=[C:6]([N+:8]([O-:10])=[O:9])[CH:5]=[CH:4][C:3]=1[O:11][CH2:35][C:34]1[CH:37]=[CH:38][CH:39]=[C:32]([F:31])[CH:33]=1. The yield is 0.680. (4) The reactants are [CH3:1][O:2][C:3]1[CH:4]=[C:5]2[C:10](=[CH:11][C:12]=1[O:13][CH3:14])[N:9]=[CH:8][CH:7]=[C:6]2[O:15][C:16]1[CH:22]=[CH:21][C:19]([NH2:20])=[C:18]([CH3:23])[C:17]=1[CH3:24].ClC(Cl)(O[C:29](=O)[O:30][C:31](Cl)(Cl)Cl)Cl.[F:37][C:38]1C=CC=[C:40](OC)[C:39]=1N.C[OH:48].C([N:51]([CH2:54]C)[CH2:52][CH3:53])C. The product is [CH3:1][O:2][C:3]1[CH:4]=[C:5]2[C:10](=[CH:11][C:12]=1[O:13][CH3:14])[N:9]=[CH:8][CH:7]=[C:6]2[O:15][C:16]1[CH:22]=[CH:21][C:19]([NH:20][C:54]([NH:51][C:52]2[CH:53]=[CH:40][CH:39]=[C:38]([F:37])[C:29]=2[O:30][CH3:31])=[O:48])=[C:18]([CH3:23])[C:17]=1[CH3:24]. The yield is 0.130. The catalyst is C(Cl)(Cl)Cl.ClCCl. (5) The reactants are [C:1]1([C:7]2[CH:15]=[C:14]3[C:10]([CH2:11][C:12](=[O:16])[NH:13]3)=[CH:9][CH:8]=2)[CH:6]=[CH:5][CH:4]=[CH:3][CH:2]=1.[CH2:17]([N:19]([CH2:34][CH3:35])[CH2:20][CH2:21][CH2:22][C:23]1[CH:24]=[C:25]2[C:29](=[CH:30][CH:31]=1)[NH:28][C:27]([CH:32]=O)=[CH:26]2)[CH3:18].N1CCCCC1. The catalyst is C(O)C. The product is [CH2:34]([N:19]([CH2:17][CH3:18])[CH2:20][CH2:21][CH2:22][C:23]1[CH:24]=[C:25]2[C:29](=[CH:30][CH:31]=1)[NH:28][C:27]([CH:32]=[C:11]1[C:10]3[C:14](=[CH:15][C:7]([C:1]4[CH:2]=[CH:3][CH:4]=[CH:5][CH:6]=4)=[CH:8][CH:9]=3)[NH:13][C:12]1=[O:16])=[CH:26]2)[CH3:35]. The yield is 0.560. (6) The reactants are I[C:2]1[CH:3]=[N:4][N:5]([C:7](=[O:9])[CH3:8])[CH:6]=1.[C:10]([O:14][CH3:15])(=[O:13])[CH:11]=[CH2:12].C(N(CC)CC)C.P(OC)(OC)OC. The catalyst is C([O-])(=O)C.[Pd+2].C([O-])(=O)C.CN(C)C=O. The product is [C:7]([N:5]1[CH:6]=[C:2](/[CH:12]=[CH:11]/[C:10]([O:14][CH3:15])=[O:13])[CH:3]=[N:4]1)(=[O:9])[CH3:8]. The yield is 0.840. (7) The reactants are [CH2:1]([O:4][C:5]1([CH3:45])[CH2:10][CH2:9][N:8]([C:11]2[N:16]3[N:17]=[C:18]([CH2:20][N:21]4[CH:25]=[C:24]([C:26]5[CH:31]=[CH:30][CH:29]=[C:28]([OH:32])[CH:27]=5)[N:23]=[N:22]4)[CH:19]=[C:15]3[N:14]=[C:13]([CH3:33])[C:12]=2[C@H:34]([O:40][C:41]([CH3:44])([CH3:43])[CH3:42])[C:35]([O:37][CH2:38][CH3:39])=[O:36])[CH2:7][CH2:6]1)[CH:2]=[CH2:3].C([O-])([O-])=O.[K+].[K+].[CH2:52](Br)[CH:53]=[CH2:54]. The catalyst is CN(C=O)C. The product is [CH2:1]([O:4][C:5]1([CH3:45])[CH2:6][CH2:7][N:8]([C:11]2[N:16]3[N:17]=[C:18]([CH2:20][N:21]4[CH:25]=[C:24]([C:26]5[CH:31]=[CH:30][CH:29]=[C:28]([O:32][CH2:54][CH:53]=[CH2:52])[CH:27]=5)[N:23]=[N:22]4)[CH:19]=[C:15]3[N:14]=[C:13]([CH3:33])[C:12]=2[C@H:34]([O:40][C:41]([CH3:44])([CH3:43])[CH3:42])[C:35]([O:37][CH2:38][CH3:39])=[O:36])[CH2:9][CH2:10]1)[CH:2]=[CH2:3]. The yield is 0.329. (8) The reactants are [Cl:1][CH2:2][CH2:3][CH2:4][SiH2:5][CH:6](Cl)Cl.[CH2:9]([Mg]Cl)[C:10](=[CH2:12])[CH3:11]. The catalyst is C1COCC1. The product is [Cl:1][CH2:2][CH2:3][CH2:4][Si:5]([CH3:6])([CH2:11][C:10](=[CH2:9])[CH3:12])[CH2:9][C:10](=[CH2:12])[CH3:11]. The yield is 0.910.